This data is from Full USPTO retrosynthesis dataset with 1.9M reactions from patents (1976-2016). The task is: Predict the reactants needed to synthesize the given product. Given the product [NH2:2][C:4]1[CH:5]=[CH:6][C:7]([C:12]([F:15])([F:14])[F:13])=[C:8]([CH:11]=1)[C:9]#[N:10], predict the reactants needed to synthesize it. The reactants are: [OH-].[NH4+:2].F[C:4]1[CH:5]=[CH:6][C:7]([C:12]([F:15])([F:14])[F:13])=[C:8]([CH:11]=1)[C:9]#[N:10].